This data is from Full USPTO retrosynthesis dataset with 1.9M reactions from patents (1976-2016). The task is: Predict the reactants needed to synthesize the given product. (1) Given the product [C:6]([OH:11])(=[O:10])[C:7]([CH3:9])=[CH2:8].[C:12]([O:17][CH2:18][CH2:19][CH2:20][OH:21])(=[O:16])[C:13]([CH3:15])=[CH2:14], predict the reactants needed to synthesize it. The reactants are: C1COCC1.[C:6]([OH:11])(=[O:10])[C:7]([CH3:9])=[CH2:8].[C:12]([O:17][CH2:18][CH2:19][CH2:20][OH:21])(=[O:16])[C:13]([CH3:15])=[CH2:14]. (2) Given the product [OH:4][C:5]1[C:6]([C:7]([O:9][CH:41]([CH3:42])[C:40]([F:45])([F:44])[F:39])=[O:8])=[C:10]([CH:11]=[CH:12][C:13]=1[C:14]([F:15])([F:16])[F:17])[CH2:18][O:19][C:20]1[CH:21]=[CH:22][C:23]([C:26]2[CH:31]=[CH:30][C:29]([CH2:32][C:33]([OH:35])=[O:34])=[CH:28][CH:27]=2)=[CH:24][CH:25]=1, predict the reactants needed to synthesize it. The reactants are: C([O:4][C:5]1[C:13]([C:14]([F:17])([F:16])[F:15])=[CH:12][CH:11]=[C:10]([CH2:18][O:19][C:20]2[CH:25]=[CH:24][C:23]([C:26]3[CH:31]=[CH:30][C:29]([CH2:32][C:33]([O:35]CC=C)=[O:34])=[CH:28][CH:27]=3)=[CH:22][CH:21]=2)[C:6]=1[C:7]([OH:9])=[O:8])C=C.[F:39][C:40]([F:45])([F:44])[CH:41](O)[CH3:42]. (3) Given the product [NH2:1][C:2]1[C:9]([F:10])=[CH:8][C:16]([C:15]([OH:13])=[O:17])=[C:4]([O:11][CH3:12])[CH:3]=1, predict the reactants needed to synthesize it. The reactants are: [NH2:1][C:2]1[C:9]([F:10])=[CH:8]C(C#N)=[C:4]([O:11][CH3:12])[CH:3]=1.[OH-:13].[Na+].[CH2:15]([OH:17])[CH3:16]. (4) Given the product [CH:5]1[C:6]([C@H:7]2[C@H:12]([CH2:13][O:14][C:15]3[CH:16]=[CH:17][C:18]4[O:23][CH2:22][O:21][C:19]=4[CH:20]=3)[CH2:11][NH:10][CH2:9][CH2:8]2)=[CH:1][CH:2]=[C:3]([F:24])[CH:4]=1, predict the reactants needed to synthesize it. The reactants are: [CH:1]1[C:6]([C@H:7]2[C@H:12]([CH2:13][O:14][C:15]3[CH:16]=[CH:17][C:18]4[O:23][CH2:22][O:21][C:19]=4[CH:20]=3)[CH2:11][NH:10][CH2:9][CH2:8]2)=[CH:5][CH:4]=[C:3]([F:24])[CH:2]=1.C1(NC(=O)[O-])C=CC=CC=1. (5) Given the product [F:1][C:2]1[CH:7]=[CH:6][C:5]([CH:8]([C:10]2[N:19]=[C:18]([NH:20][C:21]3[CH:25]=[C:24]([CH3:26])[NH:23][N:22]=3)[C:17]3[C:12](=[CH:13][C:14]([C:27]([F:30])([F:28])[F:29])=[CH:15][CH:16]=3)[N:11]=2)[OH:9])=[CH:4][CH:3]=1, predict the reactants needed to synthesize it. The reactants are: [F:1][C:2]1[CH:7]=[CH:6][C:5]([C:8]([C:10]2[N:19]=[C:18]([NH:20][C:21]3[CH:25]=[C:24]([CH3:26])[NH:23][N:22]=3)[C:17]3[C:12](=[CH:13][C:14]([C:27]([F:30])([F:29])[F:28])=[CH:15][CH:16]=3)[N:11]=2)=[O:9])=[CH:4][CH:3]=1.[BH4-].[Na+]. (6) Given the product [CH3:1][N:2]([CH3:16])[C:3]1([C:10]2[CH:11]=[CH:12][CH:13]=[CH:14][CH:15]=2)[CH2:8][CH:7]([CH2:18][N:19]2[C:23](=[O:24])[C:22]3[C:21](=[CH:28][CH:27]=[CH:26][CH:25]=3)[C:20]2=[O:29])[C:6](=[O:9])[CH2:5][CH2:4]1, predict the reactants needed to synthesize it. The reactants are: [CH3:1][N:2]([CH3:16])[C:3]1([C:10]2[CH:15]=[CH:14][CH:13]=[CH:12][CH:11]=2)[CH2:8][CH2:7][C:6](=[O:9])[CH2:5][CH2:4]1.Br[CH2:18][N:19]1[C:23](=[O:24])[C:22]2=[CH:25][CH:26]=[CH:27][CH:28]=[C:21]2[C:20]1=[O:29].